Dataset: Catalyst prediction with 721,799 reactions and 888 catalyst types from USPTO. Task: Predict which catalyst facilitates the given reaction. Reactant: [Cl:1][C:2]1[CH:3]=[C:4]2[C:9](=[CH:10][C:11]=1[N+:12]([O-])=O)[N:8]=[CH:7][NH:6][C:5]2=[O:15].[NH4+].[Cl-]. Product: [Cl:1][C:2]1[CH:3]=[C:4]2[C:9](=[CH:10][C:11]=1[NH2:12])[N:8]=[CH:7][NH:6][C:5]2=[O:15]. The catalyst class is: 406.